This data is from Full USPTO retrosynthesis dataset with 1.9M reactions from patents (1976-2016). The task is: Predict the reactants needed to synthesize the given product. (1) The reactants are: [NH:1]1[CH:5]=[CH:4]N=C1.Cl.[CH2:7]([O:9][C:10]([C@@H:12]([NH:21][C@H:22]([C:24](Cl)=[O:25])[CH3:23])[CH2:13][CH2:14][C:15]1[CH:20]=[CH:19][CH:18]=[CH:17][CH:16]=1)=[O:11])[CH3:8].[C:27]([OH:30])(=[O:29])[CH3:28]. Given the product [CH3:8][CH2:7][O:9][C:10]([C@@H:12]([NH:21][C@H:22]([C:24]([N:1]1[C@H:28]([C:27]([OH:30])=[O:29])[CH2:15][C@@H:14]2[C@@H:5]1[CH2:4][CH2:10][CH2:12][CH2:13]2)=[O:25])[CH3:23])[CH2:13][CH2:14][C:15]1[CH:20]=[CH:19][CH:18]=[CH:17][CH:16]=1)=[O:11], predict the reactants needed to synthesize it. (2) Given the product [NH:1]([C:5]1[CH:6]=[CH:7][C:8]([C:9]([O:11][C:12]2[CH:17]=[CH:16][C:15]([CH2:18][CH2:19][C:20]([N:22]3[CH2:27][CH2:26][S:25](=[O:29])(=[O:28])[CH2:24][CH2:23]3)=[O:21])=[C:14]([C:30]3[CH2:34][C:33]([CH2:43][C:44]([OH:46])=[O:45])([CH2:35][C:36]([OH:42])=[O:37])[O:32][N:31]=3)[CH:13]=2)=[O:10])=[CH:51][CH:52]=1)[C:2]([NH2:4])=[NH:3], predict the reactants needed to synthesize it. The reactants are: [NH:1]([C:5]1[CH:52]=[CH:51][C:8]([C:9]([O:11][C:12]2[CH:17]=[CH:16][C:15]([CH2:18][CH2:19][C:20]([N:22]3[CH2:27][CH2:26][S:25](=[O:29])(=[O:28])[CH2:24][CH2:23]3)=[O:21])=[C:14]([C:30]3[CH2:34][C:33]([CH2:43][C:44]([O:46]C(C)(C)C)=[O:45])([CH2:35][C:36](=[O:42])[O:37]C(C)(C)C)[O:32][N:31]=3)[CH:13]=2)=[O:10])=[CH:7][CH:6]=1)[C:2]([NH2:4])=[NH:3].C(O)(C(F)(F)F)=O. (3) Given the product [NH2:1][C:2]1[S:3][C:4]2[C:10]([C:11]3[CH:16]=[CH:15][C:14]([Cl:17])=[CH:13][CH:12]=3)=[C:9]([C@H:18]([O:22][C:23]([CH3:24])([CH3:26])[CH3:25])[C:19]([O:21][CH3:33])=[O:20])[C:8]([CH3:27])=[CH:7][C:5]=2[N:6]=1, predict the reactants needed to synthesize it. The reactants are: [NH2:1][C:2]1[S:3][C:4]2[C:10]([C:11]3[CH:16]=[CH:15][C:14]([Cl:17])=[CH:13][CH:12]=3)=[C:9]([C@H:18]([O:22][C:23]([CH3:26])([CH3:25])[CH3:24])[C:19]([OH:21])=[O:20])[C:8]([CH3:27])=[CH:7][C:5]=2[N:6]=1.OS(O)(=O)=O.[CH3:33]COC(C)=O.C([O-])(O)=O.[Na+]. (4) Given the product [CH3:23][N:12]([CH2:11][C:9]1[N:10]=[C:6]2[CH:5]=[CH:4][CH:3]=[C:2]([N:28]3[CH2:29][CH2:30][N:25]([CH3:24])[CH2:26][CH2:27]3)[N:7]2[CH:8]=1)[CH:13]1[C:22]2[N:21]=[CH:20][CH:19]=[CH:18][C:17]=2[CH2:16][CH2:15][CH2:14]1, predict the reactants needed to synthesize it. The reactants are: F[C:2]1[N:7]2[CH:8]=[C:9]([CH2:11][N:12]([CH3:23])[CH:13]3[C:22]4[N:21]=[CH:20][CH:19]=[CH:18][C:17]=4[CH2:16][CH2:15][CH2:14]3)[N:10]=[C:6]2[CH:5]=[CH:4][CH:3]=1.[CH3:24][N:25]1[CH2:30][CH2:29][NH:28][CH2:27][CH2:26]1. (5) Given the product [CH3:12][O:11][C:9](=[O:10])[CH2:8][C:3]1[CH:4]=[CH:5][CH:6]=[CH:7][C:2]=1[NH:1][C:13]([S-:15])=[S:14].[CH2:16]([NH+:18]([CH2:21][CH3:22])[CH2:19][CH3:20])[CH3:17], predict the reactants needed to synthesize it. The reactants are: [NH2:1][C:2]1[CH:7]=[CH:6][CH:5]=[CH:4][C:3]=1[CH2:8][C:9]([O:11][CH3:12])=[O:10].[C:13](=[S:15])=[S:14].[CH2:16]([N:18]([CH2:21][CH3:22])[CH2:19][CH3:20])[CH3:17].C(OCC)C. (6) Given the product [CH3:21][C:22]1([CH3:38])[C:26]([CH3:28])([CH3:27])[O:25][B:24]([C:2]2[CH:20]=[CH:19][C:5]3[N:6]([CH2:9][CH2:10][NH:11][C:12](=[O:18])[O:13][C:14]([CH3:17])([CH3:16])[CH3:15])[CH:7]=[N:8][C:4]=3[CH:3]=2)[O:23]1, predict the reactants needed to synthesize it. The reactants are: Br[C:2]1[CH:20]=[CH:19][C:5]2[N:6]([CH2:9][CH2:10][NH:11][C:12](=[O:18])[O:13][C:14]([CH3:17])([CH3:16])[CH3:15])[CH:7]=[N:8][C:4]=2[CH:3]=1.[CH3:21][C:22]1([CH3:38])[C:26]([CH3:28])([CH3:27])[O:25][B:24]([B:24]2[O:25][C:26]([CH3:28])([CH3:27])[C:22]([CH3:38])([CH3:21])[O:23]2)[O:23]1.C([O-])(=O)C.[K+]. (7) Given the product [CH3:1][CH2:2][CH2:3][CH:4]1[O:24][C@:23]2([C:25]([CH2:27][OH:28])=[O:26])[C@@H:6]([CH2:7][C@@H:8]3[C@:22]2([CH3:29])[CH2:21][C@H:20]([OH:30])[C@H:19]2[C@H:9]3[CH2:10][CH2:11][C:12]3[C@:18]2([CH3:31])[CH:17]=[CH:16][C:14](=[O:15])[CH:13]=3)[O:5]1.[CH2:32]([OH:34])[CH3:33].[OH2:5], predict the reactants needed to synthesize it. The reactants are: [CH3:1][CH2:2][CH2:3][CH:4]1[O:24][C@:23]2([C:25]([CH2:27][OH:28])=[O:26])[C@@H:6]([CH2:7][C@@H:8]3[C@:22]2([CH3:29])[CH2:21][C@H:20]([OH:30])[C@H:19]2[C@H:9]3[CH2:10][CH2:11][C:12]3[C@:18]2([CH3:31])[CH:17]=[CH:16][C:14](=[O:15])[CH:13]=3)[O:5]1.[CH2:32]([OH:34])[CH3:33]. (8) Given the product [F:32][C:31]([F:34])([F:33])[S:28]([O:13][C:7]1[C:6]([C:14]2[CH:19]=[CH:18][CH:17]=[CH:16][CH:15]=2)=[CH:5][C:4]2[C:9](=[CH:10][CH:11]=[N:12][C:3]=2[O:2][CH3:1])[N:8]=1)(=[O:30])=[O:29], predict the reactants needed to synthesize it. The reactants are: [CH3:1][O:2][C:3]1[N:12]=[CH:11][CH:10]=[C:9]2[C:4]=1[CH:5]=[C:6]([C:14]1[CH:19]=[CH:18][CH:17]=[CH:16][CH:15]=1)[C:7](=[O:13])[NH:8]2.N1C(C)=CC=CC=1C.[S:28](O[S:28]([C:31]([F:34])([F:33])[F:32])(=[O:30])=[O:29])([C:31]([F:34])([F:33])[F:32])(=[O:30])=[O:29].C(=O)(O)[O-].[Na+]. (9) Given the product [N:19]1[CH:20]=[CH:21][CH:22]=[C:17]([C:14]2[CH:15]=[C:16]3[C:8]([C:6]4[N:7]=[C:2]([N:37]5[CH2:36][CH2:35][NH:34][CH2:33][C:32]5=[O:31])[CH:3]=[CH:4][CH:5]=4)=[N:9][NH:10][C:11]3=[CH:12][N:13]=2)[CH:18]=1, predict the reactants needed to synthesize it. The reactants are: Br[C:2]1[N:7]=[C:6]([C:8]2[C:16]3[C:11](=[CH:12][N:13]=[C:14]([C:17]4[CH:18]=[N:19][CH:20]=[CH:21][CH:22]=4)[CH:15]=3)[N:10](COCC[Si](C)(C)C)[N:9]=2)[CH:5]=[CH:4][CH:3]=1.[O:31]=[C:32]1[NH:37][CH2:36][CH2:35][N:34](C(OC(C)(C)C)=O)[CH2:33]1. (10) The reactants are: C(OC([N:8]([CH2:21][CH:22]1[CH2:27][CH2:26][N:25]([C:28]2[C:36]([Cl:37])=[CH:35][C:31]([C:32]([OH:34])=[O:33])=[CH:30][N:29]=2)[CH2:24][CH:23]1[C:38]1[CH:43]=[CH:42][CH:41]=[CH:40][C:39]=1[F:44])[C@@H:9]([C:11]1[C:20]2[C:15](=[CH:16][CH:17]=[CH:18][CH:19]=2)[CH:14]=[CH:13][CH:12]=1)[CH3:10])=O)(C)(C)C.Cl.C(OCC)(=O)C. Given the product [ClH:37].[Cl:37][C:36]1[C:28]([N:25]2[CH2:26][CH2:27][CH:22]([CH2:21][NH:8][C@@H:9]([C:11]3[C:20]4[C:15](=[CH:16][CH:17]=[CH:18][CH:19]=4)[CH:14]=[CH:13][CH:12]=3)[CH3:10])[CH:23]([C:38]3[CH:43]=[CH:42][CH:41]=[CH:40][C:39]=3[F:44])[CH2:24]2)=[N:29][CH:30]=[C:31]([CH:35]=1)[C:32]([OH:34])=[O:33], predict the reactants needed to synthesize it.